This data is from Catalyst prediction with 721,799 reactions and 888 catalyst types from USPTO. The task is: Predict which catalyst facilitates the given reaction. (1) Reactant: [OH:1][C@@H:2]1[CH2:7][C@H:6]([N:8]2[C:16](=[O:17])[C:15]3[C:10](=[CH:11][CH:12]=[CH:13][CH:14]=3)[C:9]2=[O:18])[C:5]([CH3:20])([CH3:19])[CH2:4][CH2:3]1.[N+:21]([C:24]1[CH:32]=[CH:31][C:27]([C:28](O)=[O:29])=[CH:26][CH:25]=1)([O-:23])=[O:22].C1(P(C2C=CC=CC=2)C2C=CC=CC=2)C=CC=CC=1.N(C(OCC)=O)=NC(OCC)=O.C1(C)C=CC=CC=1. Product: [N+:21]([C:24]1[CH:25]=[CH:26][C:27]([C:28]([O:1][C@H:2]2[CH2:3][CH2:4][C:5]([CH3:20])([CH3:19])[C@H:6]([N:8]3[C:16](=[O:17])[C:15]4[C:10](=[CH:11][CH:12]=[CH:13][CH:14]=4)[C:9]3=[O:18])[CH2:7]2)=[O:29])=[CH:31][CH:32]=1)([O-:23])=[O:22]. The catalyst class is: 7. (2) The catalyst class is: 48. Product: [S:18]1[CH:12]=[CH:13][CH:2]=[C:1]1[C:3]1[CH:11]=[CH:10][C:6]([C:7]([OH:9])=[O:8])=[C:5]([CH2:19][CH3:20])[CH:4]=1. Reactant: [CH:1]([C:3]1[CH:11]=[CH:10][C:6]([C:7]([OH:9])=[O:8])=[CH:5][CH:4]=1)=[CH2:2].[C:12]1([SH:18])C=CC=C[CH:13]=1.[CH3:19][C:20](N=NC(C#N)(C)C)(C#N)C. (3) Reactant: [C:1]12([C:11]3[CH:12]=[C:13]([C:19]4[CH:20]=[C:21]5[C:26](=[CH:27][CH:28]=4)[CH:25]=[C:24](Br)[CH:23]=[CH:22]5)[CH:14]=[CH:15][C:16]=3[O:17][CH3:18])[CH2:10][CH:5]3[CH2:6][CH:7]([CH2:9][CH:3]([CH2:4]3)[CH2:2]1)[CH2:8]2.[H-].[Na+].[Li]C(C)(C)C.[C:37](=[O:39])=[O:38]. Product: [CH3:18][O:17][C:16]1[CH:15]=[CH:14][C:13]([C:19]2[CH:28]=[CH:27][C:26]3[CH:25]=[C:24]([C:37]([OH:39])=[O:38])[CH:23]=[CH:22][C:21]=3[CH:20]=2)=[CH:12][C:11]=1[C:1]12[CH2:2][CH:3]3[CH2:9][CH:7]([CH2:6][CH:5]([CH2:4]3)[CH2:10]1)[CH2:8]2. The catalyst class is: 295. (4) Reactant: C(O)(C(F)(F)F)=O.[C:8]([C:10]1[N:15]=[CH:14][C:13]([NH:16][CH2:17][CH:18]([NH:23]C(=O)OC(C)(C)C)[C:19]([NH:21][CH3:22])=[O:20])=[CH:12][C:11]=1[NH:31][C:32]1[CH:37]=[C:36]([CH3:38])[CH:35]=[C:34]([CH3:39])[N:33]=1)#[N:9]. Product: [C:8]([C:10]1[N:15]=[CH:14][C:13]([NH:16][CH2:17][C@@H:18]([C:19]([NH:21][CH3:22])=[O:20])[NH2:23])=[CH:12][C:11]=1[NH:31][C:32]1[CH:37]=[C:36]([CH3:38])[CH:35]=[C:34]([CH3:39])[N:33]=1)#[N:9]. The catalyst class is: 2. (5) Reactant: ClCCl.Br[C:5]1[CH:6]=[C:7]([F:17])[C:8]2[N:12]([CH3:13])[C:11](=[O:14])[N:10]([CH3:15])[C:9]=2[CH:16]=1.[CH3:18][C:19]1([CH3:35])[C:23]([CH3:25])([CH3:24])[O:22][B:21]([B:21]2[O:22][C:23]([CH3:25])([CH3:24])[C:19]([CH3:35])([CH3:18])[O:20]2)[O:20]1.C([O-])(=O)C.[K+]. Product: [F:17][C:7]1[C:8]2[N:12]([CH3:13])[C:11](=[O:14])[N:10]([CH3:15])[C:9]=2[CH:16]=[C:5]([B:21]2[O:22][C:23]([CH3:25])([CH3:24])[C:19]([CH3:35])([CH3:18])[O:20]2)[CH:6]=1. The catalyst class is: 75. (6) Reactant: [NH2:1][C:2]1[CH:7]=[CH:6][CH:5]=[CH:4][CH:3]=1.C(N(CC)CC)C.[CH3:15][O:16][C:17](=[O:41])[CH2:18][N:19]1[C:27]2[C:22](=[CH:23][C:24]([F:28])=[CH:25][CH:26]=2)[C:21]([CH2:29][C:30]2[CH:35]=[CH:34][CH:33]=[CH:32][C:31]=2[S:36](Cl)(=[O:38])=[O:37])=[C:20]1[CH3:40]. Product: [CH3:15][O:16][C:17](=[O:41])[CH2:18][N:19]1[C:27]2[C:22](=[CH:23][C:24]([F:28])=[CH:25][CH:26]=2)[C:21]([CH2:29][C:30]2[CH:35]=[CH:34][CH:33]=[CH:32][C:31]=2[S:36](=[O:38])(=[O:37])[NH:1][C:2]2[CH:7]=[CH:6][CH:5]=[CH:4][CH:3]=2)=[C:20]1[CH3:40]. The catalyst class is: 4.